From a dataset of Full USPTO retrosynthesis dataset with 1.9M reactions from patents (1976-2016). Predict the reactants needed to synthesize the given product. (1) Given the product [CH2:1]([O:3][C:4]1[CH:17]=[CH:16][C:7](/[CH:8]=[C:9]2/[C:10](=[O:15])[N:11]([CH:19]([CH3:29])[CH2:20][NH:21][C:22](=[O:28])[O:23][C:24]([CH3:27])([CH3:26])[CH3:25])[C:12](=[O:14])[S:13]/2)=[CH:6][CH:5]=1)[CH3:2], predict the reactants needed to synthesize it. The reactants are: [CH2:1]([O:3][C:4]1[CH:17]=[CH:16][C:7](/[CH:8]=[C:9]2/[C:10](=[O:15])[NH:11][C:12](=[O:14])[S:13]/2)=[CH:6][CH:5]=1)[CH3:2].Br[CH:19]([CH3:29])[CH2:20][NH:21][C:22](=[O:28])[O:23][C:24]([CH3:27])([CH3:26])[CH3:25].C(OC1C=CC(/C=C2/C(=O)N(CCCNC(=O)OC(C)(C)C)C(=O)S/2)=CC=1)C. (2) Given the product [CH3:14][O:13][C:10]1[CH:11]=[CH:12][C:7]([N:5]2[CH:6]=[C:2]([CH:28]=[O:29])[CH:3]=[N:4]2)=[CH:8][CH:9]=1, predict the reactants needed to synthesize it. The reactants are: Br[C:2]1[CH:3]=[N:4][N:5]([C:7]2[CH:12]=[CH:11][C:10]([O:13][CH3:14])=[CH:9][CH:8]=2)[CH:6]=1.C([Li])CCC.CCCCCC.CN(C)[CH:28]=[O:29]. (3) The reactants are: [Br:1][C:2]1[CH:18]=[CH:17][C:5]([C:6]([NH:8][CH2:9][CH:10]([O:14]CC)OCC)=O)=[CH:4][CH:3]=1.O=P12OP3(OP(OP(O3)(O1)=O)(=O)O2)=O.C([O-])(O)=O.[Na+].[NH4+].[OH-]. Given the product [Br:1][C:2]1[CH:3]=[CH:4][C:5]([C:6]2[O:14][CH:10]=[CH:9][N:8]=2)=[CH:17][CH:18]=1, predict the reactants needed to synthesize it. (4) Given the product [O:27]=[C:26]1[CH2:25][CH2:24][C:29](=[O:30])[N:28]1[O:31][C:32]([NH:1][C@@H:2]([C:13]1[NH:14][CH:15]=[C:16]([C:18]2[CH:23]=[CH:22][CH:21]=[CH:20][CH:19]=2)[N:17]=1)[CH2:3][C:4]1[C:12]2[C:7](=[CH:8][CH:9]=[CH:10][CH:11]=2)[NH:6][CH:5]=1)=[O:33], predict the reactants needed to synthesize it. The reactants are: [NH2:1][C@@H:2]([C:13]1[NH:14][CH:15]=[C:16]([C:18]2[CH:23]=[CH:22][CH:21]=[CH:20][CH:19]=2)[N:17]=1)[CH2:3][C:4]1[C:12]2[C:7](=[CH:8][CH:9]=[CH:10][CH:11]=2)[NH:6][CH:5]=1.[CH2:24]1[C:29](=[O:30])[N:28]([O:31][C:32](ON2C(=O)CCC2=O)=[O:33])[C:26](=[O:27])[CH2:25]1. (5) Given the product [CH2:1]([S:8][C:9]1[N:10]=[C:11]([NH:19][C@H:20]([CH2:23][CH:24]([CH3:26])[CH3:25])[CH2:21][OH:22])[C:12]2[S:17][C:16]([O:27][CH3:30])=[N:15][C:13]=2[N:14]=1)[C:2]1[CH:7]=[CH:6][CH:5]=[CH:4][CH:3]=1, predict the reactants needed to synthesize it. The reactants are: [CH2:1]([S:8][C:9]1[N:10]=[C:11]([NH:19][C@H:20]([CH2:23][CH:24]([CH3:26])[CH3:25])[CH2:21][OH:22])[C:12]2[S:17][C:16](Br)=[N:15][C:13]=2[N:14]=1)[C:2]1[CH:7]=[CH:6][CH:5]=[CH:4][CH:3]=1.[OH-:27].[K+].Cl.[CH3:30]O. (6) The reactants are: [F:1][C:2]([F:17])([F:16])[C:3]([NH:5][C@H:6]([CH3:15])[CH2:7][C:8]1[CH:13]=[CH:12][C:11]([SH:14])=[CH:10][CH:9]=1)=[O:4].F[C:19]1[CH:26]=[C:25]([I:27])[CH:24]=[CH:23][C:20]=1[CH:21]=[O:22].C(=O)([O-])[O-].[K+].[K+].O. Given the product [F:17][C:2]([F:1])([F:16])[C:3]([NH:5][C@H:6]([CH3:15])[CH2:7][C:8]1[CH:13]=[CH:12][C:11]([S:14][C:19]2[CH:26]=[C:25]([I:27])[CH:24]=[CH:23][C:20]=2[CH:21]=[O:22])=[CH:10][CH:9]=1)=[O:4], predict the reactants needed to synthesize it.